Dataset: Reaction yield outcomes from USPTO patents with 853,638 reactions. Task: Predict the reaction yield, written as a fraction of the theoretical maximum amount of product (1.0 means a 100% yield; for example, 0.34 means a 34% yield). The reactants are [ClH:1].C([O:9][C:10]1[CH:11]=[C:12]([CH:38]=[C:39]([F:41])[CH:40]=1)[CH2:13][C@H:14]([NH:34][C:35](=[O:37])[CH3:36])[C@H:15]([OH:33])[CH2:16][NH:17][C:18]1([C:24]2[CH:29]=[CH:28][CH:27]=[C:26]([CH:30]([CH3:32])[CH3:31])[CH:25]=2)[CH2:23][CH2:22][CH2:21][CH2:20][CH2:19]1)C1C=CC=CC=1.[H][H].Cl. The catalyst is C(O)C.[Pd]. The product is [ClH:1].[OH:9][C:10]1[CH:11]=[C:12]([CH:38]=[C:39]([F:41])[CH:40]=1)[CH2:13][C@H:14]([NH:34][C:35](=[O:37])[CH3:36])[C@H:15]([OH:33])[CH2:16][NH:17][C:18]1([C:24]2[CH:29]=[CH:28][CH:27]=[C:26]([CH:30]([CH3:32])[CH3:31])[CH:25]=2)[CH2:23][CH2:22][CH2:21][CH2:20][CH2:19]1. The yield is 1.00.